From a dataset of Full USPTO retrosynthesis dataset with 1.9M reactions from patents (1976-2016). Predict the reactants needed to synthesize the given product. (1) Given the product [CH3:13][C:14]([CH2:20][CH2:21][CH2:22][CH:23]([CH3:35])[CH2:24][CH2:25][CH2:26][CH:27]([CH3:34])[CH2:28][CH2:29][CH2:30][CH:31]([CH3:33])[CH3:32])=[CH:15][C:16]([O:4][C:3]1[C:2]([O:8][C@H:7]([C@H:9]([CH2:11][OH:12])[OH:10])[C:5]=1[OH:6])=[O:1])=[O:17], predict the reactants needed to synthesize it. The reactants are: [O:1]=[C:2]1[O:8][C@H:7]([C@H:9]([CH2:11][OH:12])[OH:10])[C:5]([OH:6])=[C:3]1[OH:4].[CH3:13][C:14]([CH2:20][CH2:21][CH2:22][CH:23]([CH3:35])[CH2:24][CH2:25][CH2:26][CH:27]([CH3:34])[CH2:28][CH2:29][CH2:30][CH:31]([CH3:33])[CH3:32])=[CH:15][C:16](OC)=[O:17].O. (2) Given the product [O:25]=[C:24]([N:11]1[CH2:12][CH2:13][C:14]2[C:19](=[CH:18][CH:17]=[CH:16][CH:15]=2)[CH:10]1[C:4]1[CH:5]=[CH:6][CH:7]=[CH:8][CH:9]=1)[CH2:23][CH2:22][C:21]([NH:27][CH2:28][C:29]1[CH:34]=[CH:33][CH:32]=[C:31]([C:35]([F:36])([F:37])[F:38])[CH:30]=1)=[O:20], predict the reactants needed to synthesize it. The reactants are: N=C=N.[C:4]1([CH:10]2[C:19]3[C:14](=[CH:15][CH:16]=[CH:17][CH:18]=3)[CH2:13][CH2:12][NH:11]2)[CH:9]=[CH:8][CH:7]=[CH:6][CH:5]=1.[O:20]=[C:21]([NH:27][CH2:28][C:29]1[CH:34]=[CH:33][CH:32]=[C:31]([C:35]([F:38])([F:37])[F:36])[CH:30]=1)[CH2:22][CH2:23][C:24](O)=[O:25].C(Cl)Cl.CCO. (3) Given the product [NH2:1][C:2]1[N:7]=[C:6]([C:8]([O:10][CH3:11])=[O:9])[CH:5]=[C:4]([NH:17][C:16]2[CH:18]=[CH:19][C:20]([O:21][C:22]3[CH:27]=[CH:26][N:25]=[C:24]4[NH:28][CH:29]=[CH:30][C:23]=34)=[C:14]([F:13])[CH:15]=2)[N:3]=1, predict the reactants needed to synthesize it. The reactants are: [NH2:1][C:2]1[N:7]=[C:6]([C:8]([O:10][CH3:11])=[O:9])[CH:5]=[C:4](Cl)[N:3]=1.[F:13][C:14]1[CH:15]=[C:16]([CH:18]=[CH:19][C:20]=1[O:21][C:22]1[CH:27]=[CH:26][N:25]=[C:24]2[NH:28][CH:29]=[CH:30][C:23]=12)[NH2:17].Cl.C(=O)(O)[O-].[Na+]. (4) Given the product [CH3:1][O:2][C:3]1[CH:8]=[CH:7][CH:6]=[C:5]([O:9][CH3:10])[C:4]=1[CH:11]1[N:16]([CH2:19][C:20]2[CH:25]=[CH:24][C:23]([O:26][C:27]([F:28])([F:29])[F:30])=[C:22]([F:31])[CH:21]=2)[C:15](=[O:17])[CH2:14][CH2:13][CH2:12]1, predict the reactants needed to synthesize it. The reactants are: [CH3:1][O:2][C:3]1[CH:8]=[CH:7][CH:6]=[C:5]([O:9][CH3:10])[C:4]=1[CH:11]1[NH:16][C:15](=[O:17])[CH2:14][CH2:13][CH2:12]1.Br[CH2:19][C:20]1[CH:25]=[CH:24][C:23]([O:26][C:27]([F:30])([F:29])[F:28])=[C:22]([F:31])[CH:21]=1.